Dataset: Catalyst prediction with 721,799 reactions and 888 catalyst types from USPTO. Task: Predict which catalyst facilitates the given reaction. (1) Reactant: [C:1]1([CH:7]([C:35]2[CH:40]=[CH:39][CH:38]=[CH:37][CH:36]=2)[O:8][C:9]2[CH:30]=[CH:29][C:12]([CH2:13][NH:14][C:15]3[CH:20]=[CH:19][C:18]([CH2:21][CH2:22][C:23]([O:25]CC)=[O:24])=[C:17]([F:28])[CH:16]=3)=[CH:11][C:10]=2[CH2:31][CH:32]([CH3:34])[CH3:33])[CH:6]=[CH:5][CH:4]=[CH:3][CH:2]=1.[OH-].[K+].O.C(O)(=O)CC(CC(O)=O)(C(O)=O)O. Product: [C:35]1([CH:7]([C:1]2[CH:2]=[CH:3][CH:4]=[CH:5][CH:6]=2)[O:8][C:9]2[CH:30]=[CH:29][C:12]([CH2:13][NH:14][C:15]3[CH:20]=[CH:19][C:18]([CH2:21][CH2:22][C:23]([OH:25])=[O:24])=[C:17]([F:28])[CH:16]=3)=[CH:11][C:10]=2[CH2:31][CH:32]([CH3:33])[CH3:34])[CH:36]=[CH:37][CH:38]=[CH:39][CH:40]=1. The catalyst class is: 111. (2) Reactant: P(Cl)(Cl)(Cl)=O.[CH2:6]([O:8][C:9]([C:11]1[N:16]=[C:15]2[CH:17]=[C:18]([CH3:20])[NH:19][C:14]2=[C:13]([NH:21][CH2:22][C:23]2[C:28]([CH3:29])=[CH:27][CH:26]=[CH:25][C:24]=2[CH3:30])[CH:12]=1)=[O:10])[CH3:7].ClCCl.[OH-].[Na+].CN([CH:39]=[O:40])C. Product: [CH2:6]([O:8][C:9]([C:11]1[N:16]=[C:15]2[C:17]([CH:39]=[O:40])=[C:18]([CH3:20])[NH:19][C:14]2=[C:13]([NH:21][CH2:22][C:23]2[C:28]([CH3:29])=[CH:27][CH:26]=[CH:25][C:24]=2[CH3:30])[CH:12]=1)=[O:10])[CH3:7]. The catalyst class is: 98. (3) Reactant: [CH:1]([C:4]1[CH:15]=[CH:14][C:7]([O:8][CH2:9][C:10]([O:12]C)=[O:11])=[CH:6][C:5]=1[CH3:16])([CH3:3])[CH3:2].[OH-].[Na+].Cl. The catalyst class is: 8. Product: [CH:1]([C:4]1[CH:15]=[CH:14][C:7]([O:8][CH2:9][C:10]([OH:12])=[O:11])=[CH:6][C:5]=1[CH3:16])([CH3:3])[CH3:2]. (4) Reactant: [CH:1]([CH:3]1[CH2:7][S:6][C:5]([CH3:9])(C)[N:4]1C(OC(C)(C)C)=O)=[O:2].Cl.[CH2:18]([C:31](O)=O)[CH2:19]P(CCC(O)=O)CCC(O)=O.C(=O)([O-])[O-].[Na+].[Na+].[OH:40][C:41]1[CH:51]=[CH:50][C:44]2[N:45]=C(C#N)[S:47][C:43]=2[CH:42]=1.[CH:52]([OH:55])([CH3:54])[CH3:53]. Product: [CH:52]([O:55][CH:1]([O:2][CH:18]([CH3:31])[CH3:19])[CH:3]1[CH2:7][S:6][C:5]([C:9]2[S:47][C:43]3[CH:42]=[C:41]([OH:40])[CH:51]=[CH:50][C:44]=3[N:45]=2)=[N:4]1)([CH3:54])[CH3:53]. The catalyst class is: 90. (5) Reactant: [CH2:1]([NH2:8])[C:2]1[CH:7]=[CH:6][CH:5]=[CH:4][CH:3]=1.[CH3:9][C:10]([CH3:15])([CH3:14])[C:11](Cl)=[O:12]. Product: [C:10]([C:11]([NH:8][CH2:1][C:2]1[CH:7]=[CH:6][CH:5]=[CH:4][CH:3]=1)=[O:12])([CH3:15])([CH3:14])[CH3:9]. The catalyst class is: 2. (6) Reactant: [CH3:1][O:2][C:3]1[CH:8]=[C:7]([O:9][CH3:10])[N:6]=[C:5]([O:11][CH:12]([C:17]([O:30][CH3:31])([C:24]2[CH:29]=[CH:28][CH:27]=[CH:26][CH:25]=2)[C:18]2[CH:23]=[CH:22][CH:21]=[CH:20][CH:19]=2)[C:13]([O:15]C)=[O:14])[N:4]=1.[OH-].[K+]. Product: [CH3:10][O:9][C:7]1[CH:8]=[C:3]([O:2][CH3:1])[N:4]=[C:5]([O:11][CH:12]([C:17]([O:30][CH3:31])([C:24]2[CH:29]=[CH:28][CH:27]=[CH:26][CH:25]=2)[C:18]2[CH:19]=[CH:20][CH:21]=[CH:22][CH:23]=2)[C:13]([OH:15])=[O:14])[N:6]=1. The catalyst class is: 38. (7) Reactant: [C:1]1([C:7]2[C:8]3[C:13]([CH:14]=[C:15]4[C:20]=2[CH:19]=[CH:18][CH:17]=[CH:16]4)=[CH:12][CH:11]=[CH:10][CH:9]=3)[CH:6]=[CH:5][CH:4]=[CH:3][CH:2]=1.[Br:21]Br.S([O-])([O-])(=O)=S.[Na+].[Na+]. Product: [Br:21][C:14]1[C:15]2[C:20]([C:7]([C:1]3[CH:2]=[CH:3][CH:4]=[CH:5][CH:6]=3)=[C:8]3[C:13]=1[CH:12]=[CH:11][CH:10]=[CH:9]3)=[CH:19][CH:18]=[CH:17][CH:16]=2. The catalyst class is: 53. (8) Reactant: [N:1]([C:4]([CH3:18])([CH3:17])[CH2:5][C:6]([N:8]([CH2:13][CH2:14][CH2:15][CH3:16])[CH2:9][CH2:10][CH2:11][CH3:12])=O)=[N+]=[N-].[H-].[H-].[H-].[H-].[Li+].[Al+3]. Product: [CH2:9]([N:8]([CH2:13][CH2:14][CH2:15][CH3:16])[CH2:6][CH2:5][C:4]([CH3:18])([NH2:1])[CH3:17])[CH2:10][CH2:11][CH3:12]. The catalyst class is: 1. (9) Reactant: [N:1]1[CH:6]=[CH:5][CH:4]=[C:3]([C:7]2([CH2:13][NH:14][C:15]([C:17]3[S:21][C:20](Br)=[N:19][C:18]=3[C:23]([F:26])([F:25])[F:24])=[O:16])[CH2:12][CH2:11][CH2:10][CH2:9][CH2:8]2)[CH:2]=1.[CH3:27][O:28][C:29]1[CH:34]=[CH:33][C:32](B(O)O)=[CH:31][N:30]=1.C([O-])([O-])=O.[Na+].[Na+]. Product: [N:1]1[CH:6]=[CH:5][CH:4]=[C:3]([C:7]2([CH2:13][NH:14][C:15]([C:17]3[S:21][C:20]([C:32]4[CH:31]=[N:30][C:29]([O:28][CH3:27])=[CH:34][CH:33]=4)=[N:19][C:18]=3[C:23]([F:26])([F:25])[F:24])=[O:16])[CH2:12][CH2:11][CH2:10][CH2:9][CH2:8]2)[CH:2]=1. The catalyst class is: 70.